This data is from hERG potassium channel inhibition data for cardiac toxicity prediction from Karim et al.. The task is: Regression/Classification. Given a drug SMILES string, predict its toxicity properties. Task type varies by dataset: regression for continuous values (e.g., LD50, hERG inhibition percentage) or binary classification for toxic/non-toxic outcomes (e.g., AMES mutagenicity, cardiotoxicity, hepatotoxicity). Dataset: herg_karim. (1) The compound is COCC(=O)N1CCC(n2nc(C)c(Nc3ncc(Cl)c(-c4cnn5ccccc45)n3)c2C)CC1. The result is 0 (non-blocker). (2) The compound is COC(=O)N1C[C@H](C(=O)Nc2ccc(Cl)cn2)[C@@H](C(=O)Nc2ccc(-n3ccccc3=O)cc2F)C1. The result is 0 (non-blocker). (3) The compound is O=C(C=Cc1ccc2c(c1)CN(CCc1cnn3ccccc13)C2)NO. The result is 1 (blocker). (4) The compound is Cc1cn([C@H]2CCCN(S(=O)(=O)c3ccc(O)c(Oc4cccc(Cl)c4)c3)C2)c(=O)[nH]c1=O. The result is 0 (non-blocker). (5) The drug is COC[C@@H]1C[C@H](N(C)C(C)C)CC[C@@H]1NC(=O)CNC(=O)c1cccc(C(F)(F)F)c1. The result is 0 (non-blocker). (6) The result is 0 (non-blocker). The molecule is N#Cc1ccc2cc1Oc1cccc(c1)CN1CC[C@H](NCc3cncn3C2)C1=O.